This data is from Full USPTO retrosynthesis dataset with 1.9M reactions from patents (1976-2016). The task is: Predict the reactants needed to synthesize the given product. (1) The reactants are: [CH2:1]([C:3]1[CH:8]=[CH:7][C:6]([C@H:9]2[CH2:14][C@@H:13]([C:15]([F:18])([F:17])[F:16])[N:12]3[N:19]=[CH:20][C:21]([C:22](O)=[O:23])=[C:11]3[NH:10]2)=[CH:5][CH:4]=1)[CH3:2].CN(C(ON1N=NC2C=CC=NC1=2)=[N+](C)C)C.F[P-](F)(F)(F)(F)F.C(N(CC)C(C)C)(C)C.[CH3:58][O:59][C:60]1[CH:61]=[C:62]([CH:65]=[CH:66][CH:67]=1)[CH2:63][NH2:64]. Given the product [CH2:1]([C:3]1[CH:4]=[CH:5][C:6]([C@H:9]2[CH2:14][C@@H:13]([C:15]([F:16])([F:17])[F:18])[N:12]3[N:19]=[CH:20][C:21]([C:22]([NH:64][CH2:63][C:62]4[CH:65]=[CH:66][CH:67]=[C:60]([O:59][CH3:58])[CH:61]=4)=[O:23])=[C:11]3[NH:10]2)=[CH:7][CH:8]=1)[CH3:2], predict the reactants needed to synthesize it. (2) Given the product [CH3:23][C:22]([Si:19]([CH3:21])([CH3:20])[O:11][CH2:10][C@@H:1]1[NH:6][CH2:5][CH2:4][N:3]2[CH2:7][CH2:8][CH2:9][C@@H:2]12)([CH3:25])[CH3:24], predict the reactants needed to synthesize it. The reactants are: [C@@H:1]1([CH2:10][OH:11])[NH:6][CH2:5][CH2:4][N:3]2[CH2:7][CH2:8][CH2:9][C@@H:2]12.C(N(CC)CC)C.[Si:19](Cl)([C:22]([CH3:25])([CH3:24])[CH3:23])([CH3:21])[CH3:20]. (3) Given the product [OH:2][C:3]1[CH:8]=[CH:7][CH:6]=[CH:5][C:4]=1[C:9]1([C:12]([O:14][CH3:15])=[O:13])[CH2:11][CH2:10]1, predict the reactants needed to synthesize it. The reactants are: C[O:2][C:3]1[CH:8]=[CH:7][CH:6]=[CH:5][C:4]=1[C:9]1([C:12]([O:14][CH3:15])=[O:13])[CH2:11][CH2:10]1.B(Br)(Br)Br. (4) The reactants are: [F:1][C:2]1[CH:9]=[CH:8][C:5]([CH2:6]Cl)=[CH:4][CH:3]=1.[CH2:10]([N:17]1[C:25]2[C:20](=[CH:21][CH:22]=[C:23]([CH2:26][C:27]([OH:29])=[O:28])[CH:24]=2)[CH:19]=[CH:18]1)[C:11]1[CH:16]=[CH:15][CH:14]=[CH:13][CH:12]=1. Given the product [F:1][C:2]1[CH:9]=[CH:8][C:5]([CH2:6][N:17]2[C:25]3[C:20](=[CH:21][CH:22]=[C:23]([CH2:26][C:27]([OH:29])=[O:28])[CH:24]=3)[CH:19]=[CH:18]2)=[CH:4][CH:3]=1.[CH2:10]([N:17]1[C:25]2[C:20](=[CH:21][CH:22]=[C:23]([CH2:26][C:27]([OH:29])=[O:28])[CH:24]=2)[CH:19]=[CH:18]1)[C:11]1[CH:12]=[CH:13][CH:14]=[CH:15][CH:16]=1, predict the reactants needed to synthesize it.